This data is from Forward reaction prediction with 1.9M reactions from USPTO patents (1976-2016). The task is: Predict the product of the given reaction. (1) Given the reactants [CH3:1][C:2]1[O:6][N:5]=[C:4]([C:7]2[CH:12]=[CH:11][CH:10]=[CH:9][CH:8]=2)[C:3]=1[CH2:13][NH:14][C:15]1[CH:23]=[CH:22][C:18]([C:19]([OH:21])=O)=[CH:17][N:16]=1.[CH:24]1([NH2:27])[CH2:26][CH2:25]1, predict the reaction product. The product is: [CH:24]1([NH:27][C:19](=[O:21])[C:18]2[CH:22]=[CH:23][C:15]([NH:14][CH2:13][C:3]3[C:4]([C:7]4[CH:8]=[CH:9][CH:10]=[CH:11][CH:12]=4)=[N:5][O:6][C:2]=3[CH3:1])=[N:16][CH:17]=2)[CH2:26][CH2:25]1. (2) Given the reactants [CH:1]1([N:6]2[C:14]3[CH:13]=[CH:12][NH:11][C:10](=[O:15])[C:9]=3[C:8]([C:16]3[CH:17]=[C:18]([C:21](O)=[O:22])[S:19][CH:20]=3)=[N:7]2)[CH2:5][CH2:4][CH2:3][CH2:2]1.CC[N:26]=C=NCCCN(C)C.Cl.C(N(CC)CC)C.O, predict the reaction product. The product is: [CH:1]1([N:6]2[C:14]3[CH:13]=[CH:12][NH:11][C:10](=[O:15])[C:9]=3[C:8]([C:16]3[CH:17]=[C:18]([C:21]([NH2:26])=[O:22])[S:19][CH:20]=3)=[N:7]2)[CH2:2][CH2:3][CH2:4][CH2:5]1. (3) The product is: [CH3:1][O:2][C:3](=[O:36])[C@H:4]([CH2:16][C:17]1[CH:22]=[CH:21][C:20]([C:23]2[C:28]([O:29][CH3:30])=[CH:27][CH:26]=[CH:25][C:24]=2[O:31][CH3:32])=[C:19]([NH2:33])[CH:18]=1)[NH:5][C:6](=[O:15])[C:7]1[C:12]([Cl:13])=[CH:11][CH:10]=[CH:9][C:8]=1[Cl:14]. Given the reactants [CH3:1][O:2][C:3](=[O:36])[C@H:4]([CH2:16][C:17]1[CH:22]=[CH:21][C:20]([C:23]2[C:28]([O:29][CH3:30])=[CH:27][CH:26]=[CH:25][C:24]=2[O:31][CH3:32])=[C:19]([N+:33]([O-])=O)[CH:18]=1)[NH:5][C:6](=[O:15])[C:7]1[C:12]([Cl:13])=[CH:11][CH:10]=[CH:9][C:8]=1[Cl:14], predict the reaction product.